The task is: Predict the product of the given reaction.. This data is from Forward reaction prediction with 1.9M reactions from USPTO patents (1976-2016). Given the reactants [C:1]([C:5]1[CH:6]=[C:7]([C:15]2[CH:16]=[C:17]([C:28]([O:30]C)=[O:29])[N:18]([CH3:27])[C:19]=2[CH2:20][CH:21]2[CH2:26][CH2:25][CH2:24][CH2:23][CH2:22]2)[CH:8]=[C:9]([C:11]2([CH3:14])[CH2:13][CH2:12]2)[CH:10]=1)([CH3:4])([CH3:3])[CH3:2].[OH-].[K+], predict the reaction product. The product is: [C:1]([C:5]1[CH:6]=[C:7]([C:15]2[CH:16]=[C:17]([C:28]([OH:30])=[O:29])[N:18]([CH3:27])[C:19]=2[CH2:20][CH:21]2[CH2:22][CH2:23][CH2:24][CH2:25][CH2:26]2)[CH:8]=[C:9]([C:11]2([CH3:14])[CH2:13][CH2:12]2)[CH:10]=1)([CH3:2])([CH3:3])[CH3:4].